This data is from Reaction yield outcomes from USPTO patents with 853,638 reactions. The task is: Predict the reaction yield, written as a fraction of the theoretical maximum amount of product (1.0 means a 100% yield; for example, 0.34 means a 34% yield). The reactants are [Br:1][C:2]1[CH:3]=[C:4]([CH2:7][CH2:8][NH2:9])[S:5][CH:6]=1.[CH3:10][CH:11](C)[CH:12]=O.[BH4-].[Na+].CCOC(C)=O. The catalyst is C(Cl)Cl.CO.C(O)(=O)C.[Cl-].[Na+].O. The product is [Br:1][C:2]1[CH:3]=[C:4]([CH2:7][CH2:8][NH:9][CH:11]([CH3:12])[CH3:10])[S:5][CH:6]=1. The yield is 0.640.